From a dataset of Full USPTO retrosynthesis dataset with 1.9M reactions from patents (1976-2016). Predict the reactants needed to synthesize the given product. (1) Given the product [CH3:1][O:2][C@H:3]1[CH2:7][CH2:6][N:5]([CH2:8][C@H:9]([C:10]2[CH:15]=[CH:14][CH:13]=[CH:12][CH:11]=2)[NH:16][CH3:17])[CH2:4]1, predict the reactants needed to synthesize it. The reactants are: [CH3:1][O:2][C@H:3]1[CH2:7][CH2:6][N:5]([C:8](=O)[C@@H:9]([NH:16][CH3:17])[C:10]2[CH:15]=[CH:14][CH:13]=[CH:12][CH:11]=2)[CH2:4]1.[H-].[H-].[H-].[H-].[Li+].[Al+3]. (2) Given the product [CH:2]1([N:14]2[CH2:15][CH2:16][CH:17]([C:20]3[C:28]4[C:23](=[N:24][CH:25]=[CH:26][CH:27]=4)[NH:22][CH:21]=3)[CH2:18][CH2:19]2)[C:12]2=[C:13]3[C:8](=[CH:9][CH:10]=[CH:11]2)[CH:7]=[CH:6][CH:5]=[C:4]3[CH2:3]1, predict the reactants needed to synthesize it. The reactants are: Br[CH:2]1[C:12]2=[C:13]3[C:8](=[CH:9][CH:10]=[CH:11]2)[CH:7]=[CH:6][CH:5]=[C:4]3[CH2:3]1.[NH:14]1[CH2:19][CH2:18][CH:17]([C:20]2[C:28]3[C:23](=[N:24][CH:25]=[CH:26][CH:27]=3)[NH:22][CH:21]=2)[CH2:16][CH2:15]1. (3) Given the product [CH3:3][C:4]1([C:9]2[S:13][C:12]([CH2:14][N:15]3[CH:19]=[C:18]([NH2:20])[CH:17]=[N:16]3)=[CH:11][CH:10]=2)[O:8][CH2:7][CH2:6][O:5]1, predict the reactants needed to synthesize it. The reactants are: N#N.[CH3:3][C:4]1([C:9]2[S:13][C:12]([CH2:14][N:15]3[CH:19]=[C:18]([N+:20]([O-])=O)[CH:17]=[N:16]3)=[CH:11][CH:10]=2)[O:8][CH2:7][CH2:6][O:5]1.[NH4+].[Cl-]. (4) Given the product [C:43]([O:27][CH2:26][CH2:25][O:24][C:17]1[CH:16]=[C:15]2[C:20]([CH:21]=[CH:22][C:13]([C:10]3[N:8]4[CH:9]=[C:4]([C@@H:3]([N:28]5[CH2:32][CH2:31][C@H:30]([NH:33][C:34]([O:35][C:36]([CH3:39])([CH3:37])[CH3:38])=[O:40])[CH2:29]5)[C:2]([F:1])([F:41])[F:42])[CH:5]=[CH:6][C:7]4=[N:12][N:11]=3)=[N:14]2)=[CH:19][C:18]=1[F:23])(=[O:48])[CH:44]([CH3:46])[CH3:45], predict the reactants needed to synthesize it. The reactants are: [F:1][C:2]([F:42])([F:41])[C@H:3]([N:28]1[CH2:32][CH2:31][C@H:30]([NH:33][C:34](=[O:40])[O:35][C:36]([CH3:39])([CH3:38])[CH3:37])[CH2:29]1)[C:4]1[CH:5]=[CH:6][C:7]2[N:8]([C:10]([C:13]3[CH:22]=[CH:21][C:20]4[C:15](=[CH:16][C:17]([O:24][CH2:25][CH2:26][OH:27])=[C:18]([F:23])[CH:19]=4)[N:14]=3)=[N:11][N:12]=2)[CH:9]=1.[C:43](O[C:43](=[O:48])[C:44](C)([CH3:46])[CH3:45])(=[O:48])[C:44](C)([CH3:46])[CH3:45]. (5) Given the product [Br:13][C:7]1[CH:6]=[C:5]([N+:10]([O-:12])=[O:11])[C:3]([NH2:4])=[C:2]([F:1])[C:8]=1[F:9], predict the reactants needed to synthesize it. The reactants are: [F:1][C:2]1[C:8]([F:9])=[CH:7][CH:6]=[C:5]([N+:10]([O-:12])=[O:11])[C:3]=1[NH2:4].[Br:13]N1C(=O)CCC1=O. (6) Given the product [Cl:1][C:2]1[CH:32]=[C:31]([N+:33]([O-:35])=[O:34])[CH:30]=[C:29]([CH3:36])[C:3]=1[O:4][C:5]1[CH:19]=[CH:18][C:8]([OH:9])=[C:7]([CH2:20][O:21][C:22]2[CH:23]=[CH:24][C:25]([F:28])=[CH:26][CH:27]=2)[CH:6]=1, predict the reactants needed to synthesize it. The reactants are: [Cl:1][C:2]1[CH:32]=[C:31]([N+:33]([O-:35])=[O:34])[CH:30]=[C:29]([CH3:36])[C:3]=1[O:4][C:5]1[CH:19]=[CH:18][C:8]([O:9]COCC[Si](C)(C)C)=[C:7]([CH2:20][O:21][C:22]2[CH:27]=[CH:26][C:25]([F:28])=[CH:24][CH:23]=2)[CH:6]=1.C1COCC1.S(=O)(=O)(O)O. (7) Given the product [NH2:26][CH:20]1[CH2:19][C@@H:18]2[N:23]([CH2:24][C@H:16]([O:15][C@@H:13]([C:5]3[CH:6]=[C:7]([C:9]([F:10])([F:11])[F:12])[CH:8]=[C:3]([C:2]([F:41])([F:1])[F:40])[CH:4]=3)[CH3:14])[C@H:17]2[C:33]2[CH:38]=[CH:37][C:36]([F:39])=[CH:35][CH:34]=2)[C:22](=[O:25])[CH2:21]1, predict the reactants needed to synthesize it. The reactants are: [F:1][C:2]([F:41])([F:40])[C:3]1[CH:4]=[C:5]([C@H:13]([O:15][C@H:16]2[CH2:24][N:23]3[C@@H:18]([CH2:19][CH:20]([NH:26]C(=O)OCC=C)[CH2:21][C:22]3=[O:25])[C@@H:17]2[C:33]2[CH:38]=[CH:37][C:36]([F:39])=[CH:35][CH:34]=2)[CH3:14])[CH:6]=[C:7]([C:9]([F:12])([F:11])[F:10])[CH:8]=1.[BH4-].[Na+].CC#N.Cl.